Dataset: HIV replication inhibition screening data with 41,000+ compounds from the AIDS Antiviral Screen. Task: Binary Classification. Given a drug SMILES string, predict its activity (active/inactive) in a high-throughput screening assay against a specified biological target. (1) The compound is CC1(SCC(N)C(=O)O)CC(=O)NC1=O. The result is 0 (inactive). (2) The molecule is Cc1nc2c(=O)n(C)c(=O)nc-2n(CCO)c1C. The result is 0 (inactive). (3) The result is 0 (inactive). The compound is CCN(CC)CCN1C(=O)c2cccc3cc(N)cc(c23)C1=O. (4) The molecule is NN=C(CC(O)(C(F)(F)F)C(F)(F)F)c1ccccc1. The result is 0 (inactive). (5) The molecule is CC1=NNC(=N)NC1=CC(Sc1ccc(Cl)cc1)c1ccc(Cl)cc1Cl. The result is 0 (inactive). (6) The drug is O=C(CSCc1cc(S(=O)(=O)O)c2cccnc2c1O)Nc1ccc(C=Cc2ccc(NC(=O)CSCc3cc(S(=O)(=O)O)c4cccnc4c3O)cc2S(=O)(=O)O)c(S(=O)(=O)O)c1.[NaH]. The result is 0 (inactive).